From a dataset of Full USPTO retrosynthesis dataset with 1.9M reactions from patents (1976-2016). Predict the reactants needed to synthesize the given product. (1) Given the product [CH3:1][C:2]1[C:3]2[CH:10]=[C:9]([CH3:11])[CH:8]=[CH:7][C:4]=2[S:5][C:6]=1[CH:12]([C:13]1[CH:18]=[CH:17][CH:16]=[CH:15][CH:14]=1)[OH:19], predict the reactants needed to synthesize it. The reactants are: [CH3:1][C:2]1[C:3]2[CH:10]=[C:9]([CH3:11])[CH:8]=[CH:7][C:4]=2[S:5][CH:6]=1.[CH:12](=[O:19])[C:13]1[CH:18]=[CH:17][CH:16]=[CH:15][CH:14]=1. (2) Given the product [C:1]1([CH3:13])[CH:6]=[C:5]([CH3:7])[CH:4]=[C:3]([CH3:8])[C:2]=1[O:31][CH2:30][CH:29]([OH:32])[CH2:28][O:27][C:22]1[CH:23]=[CH:24][CH:25]=[CH:26][N:21]=1, predict the reactants needed to synthesize it. The reactants are: [C:1]1([CH3:13])[CH:6]=[C:5]([CH3:7])[CH:4]=[C:3]([CH3:8])[C:2]=1S(Cl)(=O)=O.CCN(CC)CC.[N:21]1[CH:26]=[CH:25][CH:24]=[CH:23][C:22]=1[O:27][CH2:28][CH:29]([OH:32])[CH2:30][OH:31].O. (3) Given the product [Si:30]([O:37][C@@H:38]1[CH2:42][CH2:41][N:40]([C:43]([C:45]2[CH:50]=[CH:49][C:48]([C:2]3[CH:3]=[CH:4][C:5]4=[C:6]([CH:29]=3)[N:7]=[C:8]([NH:21][C:22](=[O:28])[O:23][C:24]([CH3:25])([CH3:27])[CH3:26])[CH2:9][C:10]([C:12](=[O:20])[N:13]([CH2:17][CH2:18][CH3:19])[CH2:14][CH2:15][CH3:16])=[CH:11]4)=[CH:47][CH:46]=2)=[O:44])[CH2:39]1)([C:33]([CH3:36])([CH3:35])[CH3:34])([CH3:32])[CH3:31], predict the reactants needed to synthesize it. The reactants are: Br[C:2]1[CH:3]=[CH:4][C:5]2=[C:6]([CH:29]=1)[N:7]=[C:8]([NH:21][C:22](=[O:28])[O:23][C:24]([CH3:27])([CH3:26])[CH3:25])[CH2:9][C:10]([C:12](=[O:20])[N:13]([CH2:17][CH2:18][CH3:19])[CH2:14][CH2:15][CH3:16])=[CH:11]2.[Si:30]([O:37][C@@H:38]1[CH2:42][CH2:41][N:40]([C:43]([C:45]2[CH:50]=[CH:49][C:48](C3OC(C)(C)C(C)(C)O3)=[CH:47][CH:46]=2)=[O:44])[CH2:39]1)([C:33]([CH3:36])([CH3:35])[CH3:34])([CH3:32])[CH3:31]. (4) Given the product [CH3:1][N:2]1[C:6]([C:7]([F:8])([F:9])[F:10])=[CH:5][C:4]([C:26]#[C:25][CH2:24][CH2:23][CH2:22][C:27]2[CH:32]=[CH:31][CH:30]=[CH:29][CH:28]=2)=[N:3]1, predict the reactants needed to synthesize it. The reactants are: [CH3:1][N:2]1[C:6]([C:7]([F:10])([F:9])[F:8])=[CH:5][C:4](OS(C2C=CC(C)=CC=2)(=O)=O)=[N:3]1.[CH2:22]([C:27]1[CH:32]=[CH:31][CH:30]=[CH:29][CH:28]=1)[CH2:23][CH2:24][C:25]#[CH:26].